Task: Binary Classification. Given a drug SMILES string, predict its activity (active/inactive) in a high-throughput screening assay against a specified biological target.. Dataset: Kir2.1 potassium channel HTS with 301,493 compounds (1) The drug is O(c1c(nn(c2ccc(cc2)C)c(=O)c1)C(OCC)=O)CC(=O)Nc1cc(OC)ccc1. The result is 0 (inactive). (2) The drug is Clc1ccc(C2CC(=O)C(/C(=O)C2)=C\NCc2cc(Cl)c(Cl)cc2)cc1. The result is 0 (inactive). (3) The drug is Clc1ccc(C(=O)CSc2oc(nn2)CCCCCN)cc1. The result is 0 (inactive). (4) The drug is BrC1=CC(/C=C(OC)C1=O)=C\NNC(=O)C(=O)NCc1occc1. The result is 0 (inactive).